This data is from Catalyst prediction with 721,799 reactions and 888 catalyst types from USPTO. The task is: Predict which catalyst facilitates the given reaction. (1) Reactant: [N+:1]([C:4]1[CH:9]=[CH:8][CH:7]=[CH:6][C:5]=1[OH:10])([O-:3])=[O:2].Br[CH2:12][CH2:13][Cl:14].C([O-])([O-])=O.[K+].[K+]. Product: [N+:1]([C:4]1[CH:9]=[CH:8][CH:7]=[CH:6][C:5]=1[O:10][CH2:12][CH2:13][Cl:14])([O-:3])=[O:2]. The catalyst class is: 3. (2) Reactant: C([O:8][C:9]1[C:10]([O:34][CH3:35])=[CH:11][C:12]2[CH2:21][CH2:20][N:19]3[CH:14]([CH2:15][C:16]4[C:25]([Cl:26])=[CH:24][C:23]([O:27][CH3:28])=[C:22]([O:29][CH2:30][CH2:31][OH:32])[C:17]=4[CH2:18]3)[C:13]=2[CH:33]=1)C1C=CC=CC=1. Product: [OH:8][C:9]1[C:10]([O:34][CH3:35])=[CH:11][C:12]2[CH2:21][CH2:20][N:19]3[CH:14]([CH2:15][C:16]4[C:25]([Cl:26])=[CH:24][C:23]([O:27][CH3:28])=[C:22]([O:29][CH2:30][CH2:31][OH:32])[C:17]=4[CH2:18]3)[C:13]=2[CH:33]=1. The catalyst class is: 181. (3) Reactant: [CH3:1][O:2][C:3](=[O:14])[CH2:4][CH2:5][C:6]1[CH:11]=[CH:10][C:9]([SH:12])=[CH:8][C:7]=1[CH3:13].C(=O)([O-])[O-].[K+].[K+].[CH2:21]([C:23]1[CH:38]=[CH:37][C:26]([O:27][C@H:28]([CH3:36])[CH2:29][CH2:30]OS(C)(=O)=O)=[C:25]([O:39][C:40]2[CH:45]=[CH:44][CH:43]=[CH:42][CH:41]=2)[CH:24]=1)[CH3:22]. Product: [CH3:1][O:2][C:3](=[O:14])[CH2:4][CH2:5][C:6]1[CH:11]=[CH:10][C:9]([S:12][CH2:30][CH2:29][C@H:28]([O:27][C:26]2[CH:37]=[CH:38][C:23]([CH2:21][CH3:22])=[CH:24][C:25]=2[O:39][C:40]2[CH:45]=[CH:44][CH:43]=[CH:42][CH:41]=2)[CH3:36])=[CH:8][C:7]=1[CH3:13]. The catalyst class is: 3. (4) Reactant: [Cl:1]N1C(=O)CCC1=O.[OH:9]/[N:10]=[CH:11]/[C:12]12[CH2:18][C:15]([C:19]([O:21][CH3:22])=[O:20])([CH2:16][CH2:17]1)[CH2:14][CH2:13]2.O.C(OCC)(=O)C. Product: [Cl:1]/[C:11](=[N:10]\[OH:9])/[C:12]12[CH2:18][C:15]([C:19]([O:21][CH3:22])=[O:20])([CH2:14][CH2:13]1)[CH2:16][CH2:17]2. The catalyst class is: 3. (5) Reactant: [NH2:1][C:2]1[S:14][C:5]2=[N:6][C:7]([CH3:13])=[C:8]([CH2:11][CH3:12])[C:9]([CH3:10])=[C:4]2[C:3]=1[C:15]#[N:16].[CH:17]1([C:22](Cl)=[O:23])[CH2:21][CH2:20][CH2:19][CH2:18]1.O. Product: [C:15]([C:3]1[C:4]2[C:5](=[N:6][C:7]([CH3:13])=[C:8]([CH2:11][CH3:12])[C:9]=2[CH3:10])[S:14][C:2]=1[NH:1][C:22]([CH:17]1[CH2:21][CH2:20][CH2:19][CH2:18]1)=[O:23])#[N:16]. The catalyst class is: 17. (6) Reactant: Cl.Cl[C:3]1[N:8]2[N:9]=[C:10]([CH:12]3[CH2:17][CH2:16][N:15]([CH:18]([CH3:20])[CH3:19])[CH2:14][CH2:13]3)[N:11]=[C:7]2[CH:6]=[C:5]([C:21]2[CH:26]=[CH:25][C:24]([Cl:27])=[CH:23][C:22]=2[Cl:28])[N:4]=1.Cl.[NH2:30][C:31]1[C:36]([C:37](=[O:42])[C:38]([F:41])([F:40])[F:39])=[CH:35][CH:34]=[C:33]([NH:43][CH2:44][CH2:45][NH2:46])[N:32]=1.C(N(CC)C(C)C)(C)C. Product: [NH2:30][C:31]1[C:36]([C:37](=[O:42])[C:38]([F:39])([F:41])[F:40])=[CH:35][CH:34]=[C:33]([NH:43][CH2:44][CH2:45][NH:46][C:3]2[N:8]3[N:9]=[C:10]([CH:12]4[CH2:17][CH2:16][N:15]([CH:18]([CH3:20])[CH3:19])[CH2:14][CH2:13]4)[N:11]=[C:7]3[CH:6]=[C:5]([C:21]3[CH:26]=[CH:25][C:24]([Cl:27])=[CH:23][C:22]=3[Cl:28])[N:4]=2)[N:32]=1. The catalyst class is: 16. (7) Reactant: [OH:1][CH2:2][C:3]1[CH:4]=[CH:5][C:6]([CH:9]2[CH2:14][CH2:13][N:12]([C:15]([O:17][C:18]([CH3:21])([CH3:20])[CH3:19])=[O:16])[CH2:11][CH2:10]2)=[N:7][CH:8]=1.[N:22]1([C:27]2[CH:32]=[CH:31][C:30](O)=[CH:29][CH:28]=2)[CH:26]=[N:25][N:24]=[N:23]1.C1(P(C2C=CC=CC=2)C2C=CC=CC=2)C=CC=CC=1.N(C(OC(C)(C)C)=O)=NC(OC(C)(C)C)=O. Product: [N:22]1([C:27]2[CH:32]=[CH:31][C:30]([O:1][CH2:2][C:3]3[CH:4]=[CH:5][C:6]([CH:9]4[CH2:10][CH2:11][N:12]([C:15]([O:17][C:18]([CH3:21])([CH3:20])[CH3:19])=[O:16])[CH2:13][CH2:14]4)=[N:7][CH:8]=3)=[CH:29][CH:28]=2)[CH:26]=[N:25][N:24]=[N:23]1. The catalyst class is: 1. (8) Reactant: C[Si](C)(C)[N-][Si](C)(C)C.[Li+].[Si]([O:18][CH2:19][C@H:20]1[CH2:25][C:24]([C:26]2[N:27]=[C:28]([SH:31])[S:29][CH:30]=2)=[CH:23][CH2:22][N:21]1[C:32]([O:34][CH2:35][CH:36]=[CH2:37])=[O:33])(C(C)(C)C)(C)C.O(P(OC1C=CC=CC=1)O[C:47]1[CH:53]([CH3:54])[CH:52]2[N:49]([C:50](=[O:62])[CH:51]2[C@H:55]([O:57][Si](C)(C)C)[CH3:56])[C:48]=1[C:63]([O-:65])=[O:64])C1C=CC=CC=1.C(#N)C.[F-].[CH2:77]([N+](CCCC)(CCCC)CCCC)[CH2:78][CH2:79]C. Product: [CH2:35]([O:34][C:32]([N:21]1[CH2:22][CH:23]=[C:24]([C:26]2[N:27]=[C:28]([S:31][C:47]3[C@H:53]([CH3:54])[C@H:52]4[N:49]([C:50](=[O:62])[C@@H:51]4[C@H:55]([OH:57])[CH3:56])[C:48]=3[C:63]([O:65][CH2:79][CH:78]=[CH2:77])=[O:64])[S:29][CH:30]=2)[CH2:25][C@@H:20]1[CH2:19][OH:18])=[O:33])[CH:36]=[CH2:37]. The catalyst class is: 559.